From a dataset of Full USPTO retrosynthesis dataset with 1.9M reactions from patents (1976-2016). Predict the reactants needed to synthesize the given product. (1) Given the product [OH:8][C:9]1[CH:32]=[CH:31][C:12]([CH2:13][N:14]2[C:22]3[C:17](=[C:18]([O:23][CH2:24][C:25]([O:27][CH2:28][CH3:29])=[O:26])[CH:19]=[CH:20][CH:21]=3)[CH:16]=[C:15]2[CH3:30])=[CH:11][C:10]=1[CH:33]([CH3:34])[CH3:35], predict the reactants needed to synthesize it. The reactants are: C([O:8][C:9]1[CH:32]=[CH:31][C:12]([CH2:13][N:14]2[C:22]3[C:17](=[C:18]([O:23][CH2:24][C:25]([O:27][CH2:28][CH3:29])=[O:26])[CH:19]=[CH:20][CH:21]=3)[CH:16]=[C:15]2[CH3:30])=[CH:11][C:10]=1[CH:33]([CH3:35])[CH3:34])C1C=CC=CC=1.[H][H]. (2) Given the product [CH2:23]([N:11]([C:12]1[C:17]([Cl:18])=[CH:16][C:15]([C:19]([F:22])([F:21])[F:20])=[CH:14][N:13]=1)[S:8]([C:5]1[CH:6]=[CH:7][C:2]([NH:1][C:35]([NH2:34])=[O:36])=[CH:3][CH:4]=1)(=[O:9])=[O:10])[C:24]1[CH:25]=[CH:26][CH:27]=[CH:28][CH:29]=1, predict the reactants needed to synthesize it. The reactants are: [NH2:1][C:2]1[CH:7]=[CH:6][C:5]([S:8]([N:11]([CH2:23][C:24]2[CH:29]=[CH:28][CH:27]=[CH:26][CH:25]=2)[C:12]2[C:17]([Cl:18])=[CH:16][C:15]([C:19]([F:22])([F:21])[F:20])=[CH:14][N:13]=2)(=[O:10])=[O:9])=[CH:4][CH:3]=1.C[Si]([N:34]=[C:35]=[O:36])(C)C. (3) Given the product [CH3:1][C:2]1[CH:11]=[CH:10][C:5]([C:6]([OH:8])=[O:7])=[CH:4][C:3]=1[NH:12][C:13]1[CH:14]=[C:15]2[C:19](=[CH:20][CH:21]=1)[C:18](=[O:22])[N:17]([C:23]1[CH:28]=[CH:27][CH:26]=[CH:25][CH:24]=1)[CH2:16]2, predict the reactants needed to synthesize it. The reactants are: [CH3:1][C:2]1[CH:11]=[CH:10][C:5]([C:6]([O:8]C)=[O:7])=[CH:4][C:3]=1[NH:12][C:13]1[CH:14]=[C:15]2[C:19](=[CH:20][CH:21]=1)[C:18](=[O:22])[N:17]([C:23]1[CH:28]=[CH:27][CH:26]=[CH:25][CH:24]=1)[CH2:16]2.[OH-].[K+]. (4) The reactants are: [C:1]1([C:7]2[NH:11][N:10]=[C:9]([NH2:12])[CH:8]=2)[CH:6]=[CH:5][CH:4]=[CH:3][CH:2]=1.[Cl:13][CH:14]([C:20](=[O:25])[C:21]([F:24])([F:23])[F:22])[C:15](OCC)=[O:16]. Given the product [Cl:13][CH:14]([C:20](=[O:25])[C:21]([F:24])([F:23])[F:22])[C:15]([NH:12][C:9]1[NH:10][N:11]=[C:7]([C:1]2[CH:2]=[CH:3][CH:4]=[CH:5][CH:6]=2)[CH:8]=1)=[O:16], predict the reactants needed to synthesize it. (5) Given the product [F:1][C:2]([F:20])([F:19])[O:3][C:4]1[CH:9]=[CH:8][C:7]([C:10]2[CH:14]=[C:13]([C:15]([NH:21][NH2:22])=[O:16])[O:12][N:11]=2)=[CH:6][CH:5]=1, predict the reactants needed to synthesize it. The reactants are: [F:1][C:2]([F:20])([F:19])[O:3][C:4]1[CH:9]=[CH:8][C:7]([C:10]2[CH:14]=[C:13]([C:15](OC)=[O:16])[O:12][N:11]=2)=[CH:6][CH:5]=1.[NH2:21][NH2:22].O. (6) The reactants are: [OH:1][CH2:2][C:3]1[CH:18]=[CH:17][C:6]([CH2:7][NH:8][C:9]([C:11]2[CH:16]=[CH:15][CH:14]=[CH:13][N:12]=2)=[O:10])=[CH:5][CH:4]=1.CCN(CC)CC.[CH3:26][S:27](Cl)(=[O:29])=[O:28]. Given the product [N:12]1[CH:13]=[CH:14][CH:15]=[CH:16][C:11]=1[C:9]([NH:8][CH2:7][C:6]1[CH:5]=[CH:4][C:3]([CH2:2][O:1][S:27]([CH3:26])(=[O:29])=[O:28])=[CH:18][CH:17]=1)=[O:10], predict the reactants needed to synthesize it. (7) Given the product [F:11][C:9]1[CH:8]=[CH:7][C:3]([C:4]([OH:6])=[O:5])=[C:2]([N:12]2[CH2:17][CH2:16][S:15][CH2:14][CH2:13]2)[CH:10]=1, predict the reactants needed to synthesize it. The reactants are: F[C:2]1[CH:10]=[C:9]([F:11])[CH:8]=[CH:7][C:3]=1[C:4]([OH:6])=[O:5].[NH:12]1[CH2:17][CH2:16][S:15][CH2:14][CH2:13]1.C(N(CC)CC)C.